From a dataset of Full USPTO retrosynthesis dataset with 1.9M reactions from patents (1976-2016). Predict the reactants needed to synthesize the given product. (1) Given the product [C:22]1([C:19]2([C:14]3[N:13]=[C:12]4[S:11][C:10]([C:6]5[CH:5]=[C:4]6[C:9](=[CH:8][CH:7]=5)[N:1]([CH2:33][CH2:32][C:31]([O:30][CH2:28][CH3:29])=[O:34])[CH:2]=[CH:3]6)=[N:18][C:17]4=[CH:16][CH:15]=3)[CH2:20][CH2:21]2)[CH:23]=[CH:24][CH:25]=[CH:26][CH:27]=1, predict the reactants needed to synthesize it. The reactants are: [NH:1]1[C:9]2[C:4](=[CH:5][C:6]([C:10]3[S:11][C:12]4[C:17]([N:18]=3)=[CH:16][CH:15]=[C:14]([C:19]3([C:22]5[CH:27]=[CH:26][CH:25]=[CH:24][CH:23]=5)[CH2:21][CH2:20]3)[N:13]=4)=[CH:7][CH:8]=2)[CH:3]=[CH:2]1.[CH2:28]([O:30][C:31](=[O:34])[CH:32]=[CH2:33])[CH3:29].C(=O)([O-])[O-].[Cs+].[Cs+]. (2) Given the product [Cl:12][C:13]1[C:18]([NH:19][S:20]([C:23]2[CH:28]=[CH:27][C:26]([F:29])=[CH:25][CH:24]=2)(=[O:22])=[O:21])=[CH:17][C:16]([C:2]2[C:11]3[C:6](=[CH:7][CH:8]=[CH:9][N:10]=3)[N:5]=[CH:4][CH:3]=2)=[CH:15][N:14]=1, predict the reactants needed to synthesize it. The reactants are: Cl[C:2]1[C:11]2[C:6](=[CH:7][CH:8]=[CH:9][N:10]=2)[N:5]=[CH:4][CH:3]=1.[Cl:12][C:13]1[C:18]([NH:19][S:20]([C:23]2[CH:28]=[CH:27][C:26]([F:29])=[CH:25][CH:24]=2)(=[O:22])=[O:21])=[CH:17][C:16](B2OC(C)(C)C(C)(C)O2)=[CH:15][N:14]=1.C(=O)([O-])[O-].[Na+].[Na+].O1CCOCC1. (3) Given the product [OH:49][CH:50]1[CH2:53][N:52]([C:2]2[CH:3]=[C:4]([CH:29]=[CH:30][CH:31]=2)[CH2:5][N:6]2[CH:11]=[C:10]([C:12]3[O:16][N:15]=[C:14]([C:17]4[CH:22]=[CH:21][C:20]([S:23][C:24]([F:27])([F:26])[F:25])=[CH:19][CH:18]=4)[N:13]=3)[CH:9]=[CH:8][C:7]2=[O:28])[CH2:51]1, predict the reactants needed to synthesize it. The reactants are: Br[C:2]1[CH:3]=[C:4]([CH:29]=[CH:30][CH:31]=1)[CH2:5][N:6]1[CH:11]=[C:10]([C:12]2[O:16][N:15]=[C:14]([C:17]3[CH:22]=[CH:21][C:20]([S:23][C:24]([F:27])([F:26])[F:25])=[CH:19][CH:18]=3)[N:13]=2)[CH:9]=[CH:8][C:7]1=[O:28].[Si]([O:49][CH:50]1[CH2:53][NH:52][CH2:51]1)(C(C)(C)C)(C1C=CC=CC=1)C1C=CC=CC=1.C1(P(C2CCCCC2)C2C=CC=CC=2C2C(C(C)C)=CC(C(C)C)=CC=2C(C)C)CCCCC1.CC(C)([O-])C.[Na+].C(OC(C)C)(C)C. (4) Given the product [ClH:28].[CH3:27][N:16]1[C:17]2[C:22](=[CH:21][CH:20]=[C:19]([C:23]([F:24])([F:26])[F:25])[CH:18]=2)[C:14]([CH:11]2[CH2:12][CH2:13][NH:8][CH2:9][CH2:10]2)=[N:15]1, predict the reactants needed to synthesize it. The reactants are: C([N:8]1[CH2:13][CH2:12][CH:11]([C:14]2[C:22]3[C:17](=[CH:18][C:19]([C:23]([F:26])([F:25])[F:24])=[CH:20][CH:21]=3)[N:16]([CH3:27])[N:15]=2)[CH2:10][CH2:9]1)C1C=CC=CC=1.[Cl:28]C(OC(Cl)C)=O. (5) Given the product [N:12]1[C:11]2[NH:7][CH:8]=[CH:9][C:10]=2[C:15]([N:16]2[CH:24]3[CH:19]([N:20]([C:25]([O:27][CH2:28][C:29]4[CH:30]=[CH:31][CH:32]=[CH:33][CH:34]=4)=[O:26])[CH2:21][CH2:22][CH2:23]3)[CH2:18][CH2:17]2)=[N:14][CH:13]=1, predict the reactants needed to synthesize it. The reactants are: C[Si](C)(C)CCOC[N:7]1[C:11]2[N:12]=[CH:13][N:14]=[C:15]([N:16]3[CH:24]4[CH:19]([N:20]([C:25]([O:27][CH2:28][C:29]5[CH:34]=[CH:33][CH:32]=[CH:31][CH:30]=5)=[O:26])[CH2:21][CH2:22][CH2:23]4)[CH2:18][CH2:17]3)[C:10]=2[CH:9]=[CH:8]1.C(O)(C(F)(F)F)=O.